Dataset: Reaction yield outcomes from USPTO patents with 853,638 reactions. Task: Predict the reaction yield, written as a fraction of the theoretical maximum amount of product (1.0 means a 100% yield; for example, 0.34 means a 34% yield). The reactants are Br.[Br:2][C:3]1[CH:4]=[C:5]([CH2:10]Br)[C:6]([NH2:9])=[N:7][CH:8]=1.[CH2:12]([O:14][C:15](=[O:27])[CH2:16][NH:17][CH2:18][C:19]1[CH:24]=[CH:23][C:22]([O:25][CH3:26])=[CH:21][CH:20]=1)[CH3:13].C(N(CC)CC)C. The catalyst is CN(C=O)C.O. The product is [CH2:12]([O:14][C:15](=[O:27])[CH2:16][N:17]([CH2:10][C:5]1[C:6]([NH2:9])=[N:7][CH:8]=[C:3]([Br:2])[CH:4]=1)[CH2:18][C:19]1[CH:20]=[CH:21][C:22]([O:25][CH3:26])=[CH:23][CH:24]=1)[CH3:13]. The yield is 0.930.